This data is from Reaction yield outcomes from USPTO patents with 853,638 reactions. The task is: Predict the reaction yield, written as a fraction of the theoretical maximum amount of product (1.0 means a 100% yield; for example, 0.34 means a 34% yield). The reactants are [CH2:1]([OH:8])[C:2]1[CH:7]=[CH:6][CH:5]=[CH:4][CH:3]=1.[H-].[Na+].[Br:11][C:12]1[CH:17]=[C:16](Br)[CH:15]=[C:14]([Br:19])[CH:13]=1.C(OCC)C. The catalyst is CN(C=O)C.O. The product is [CH2:1]([O:8][C:16]1[CH:17]=[C:12]([Br:11])[CH:13]=[C:14]([Br:19])[CH:15]=1)[C:2]1[CH:7]=[CH:6][CH:5]=[CH:4][CH:3]=1. The yield is 0.770.